Dataset: Reaction yield outcomes from USPTO patents with 853,638 reactions. Task: Predict the reaction yield, written as a fraction of the theoretical maximum amount of product (1.0 means a 100% yield; for example, 0.34 means a 34% yield). (1) The reactants are Cl[C:2]1[CH:7]=[C:6]([N:8]([C:16]2[CH:21]=[CH:20][CH:19]=[C:18]([N+:22]([O-:24])=[O:23])[CH:17]=2)[C:9](=[O:15])[O:10][C:11]([CH3:14])([CH3:13])[CH3:12])[CH:5]=[CH:4][N:3]=1.CC1(C)C(C)(C)OB([C:33]2[NH:37][CH:36]=[C:35]([C:38]([O-:40])=[O:39])[CH:34]=2)O1.[CH3:42]C1(C)C2C(=C(P(C3C=CC=CC=3)C3C=CC=CC=3)C=CC=2)OC2C(P(C3C=CC=CC=3)C3C=CC=CC=3)=CC=CC1=2. The catalyst is C1C=CC(/C=C/C(/C=C/C2C=CC=CC=2)=O)=CC=1.C1C=CC(/C=C/C(/C=C/C2C=CC=CC=2)=O)=CC=1.C1C=CC(/C=C/C(/C=C/C2C=CC=CC=2)=O)=CC=1.[Pd].[Pd]. The product is [C:11]([O:10][C:9]([N:8]([C:16]1[CH:21]=[CH:20][CH:19]=[C:18]([N+:22]([O-:24])=[O:23])[CH:17]=1)[C:6]1[CH:5]=[CH:4][N:3]=[C:2]([C:33]2[NH:37][CH:36]=[C:35]([C:38]([O:40][CH3:42])=[O:39])[CH:34]=2)[CH:7]=1)=[O:15])([CH3:14])([CH3:13])[CH3:12]. The yield is 0.650. (2) The reactants are [F:1][C:2]1[N:7]=[C:6]([N:8]2[CH2:13][CH2:12][N:11]([CH2:14][CH2:15][N:16]3C(=O)C4C(=CC=CC=4)C3=O)[CH2:10][CH2:9]2)[CH:5]=[CH:4][CH:3]=1.O.NN. The catalyst is C(O)C. The product is [F:1][C:2]1[N:7]=[C:6]([N:8]2[CH2:13][CH2:12][N:11]([CH2:14][CH2:15][NH2:16])[CH2:10][CH2:9]2)[CH:5]=[CH:4][CH:3]=1. The yield is 0.860. (3) The reactants are C([SiH](CC)CC)C.[CH2:8]([O:10][C:11](=[O:41])[C:12]([NH:37][C:38](=[O:40])[CH3:39])([CH:18]1[CH2:27][CH2:26][C:25]2[C:20](=[CH:21][CH:22]=[C:23]([CH2:28][CH2:29][CH2:30][CH2:31][CH2:32][CH2:33][CH2:34][CH3:35])[CH:24]=2)[C:19]1=O)[C:13]([O:15][CH2:16][CH3:17])=[O:14])[CH3:9]. The product is [CH2:8]([O:10][C:11](=[O:41])[C:12]([NH:37][C:38](=[O:40])[CH3:39])([CH:18]1[CH2:27][CH2:26][C:25]2[C:20](=[CH:21][CH:22]=[C:23]([CH2:28][CH2:29][CH2:30][CH2:31][CH2:32][CH2:33][CH2:34][CH3:35])[CH:24]=2)[CH2:19]1)[C:13]([O:15][CH2:16][CH3:17])=[O:14])[CH3:9]. The yield is 0.0800. The catalyst is C(Cl)Cl.[Ti](Cl)(Cl)(Cl)Cl. (4) The reactants are [OH:1][C:2]1[CH:9]=[C:8]([O:10][CH3:11])[CH:7]=[CH:6][C:3]=1[CH:4]=[O:5].[Br-:12].[Br-].[Br-].C([N+](CCCC)(CCCC)CCCC)CCC.C([N+](CCCC)(CCCC)CCCC)CCC.C([N+](CCCC)(CCCC)CCCC)CCC. The catalyst is ClCCl. The product is [Br:12][C:7]1[CH:6]=[C:3]([C:2]([OH:1])=[CH:9][C:8]=1[O:10][CH3:11])[CH:4]=[O:5]. The yield is 0.760. (5) The reactants are [O:1]=[C:2]1[NH:6][C:5]2[CH:7]=[CH:8][C:9]([C:11](OC)=[O:12])=[CH:10][C:4]=2[O:3]1.[H-].[Al+3].[Li+].[H-].[H-].[H-].O.[OH-].[Na+]. The catalyst is C1COCC1.CO. The product is [OH:12][CH2:11][C:9]1[CH:8]=[CH:7][C:5]2[NH:6][C:2](=[O:1])[O:3][C:4]=2[CH:10]=1. The yield is 0.260.